This data is from Forward reaction prediction with 1.9M reactions from USPTO patents (1976-2016). The task is: Predict the product of the given reaction. (1) Given the reactants [Br:1][C:2]1[CH:3]=[C:4]2[C:12](=[CH:13][CH:14]=1)[NH:11][C:10]1[CH:9]([NH2:15])[CH2:8][CH2:7][CH2:6][C:5]2=1.[C:16](Cl)(=[O:25])[C:17]1[CH:22]=[CH:21][CH:20]=[C:19]([O:23][CH3:24])[CH:18]=1, predict the reaction product. The product is: [Br:1][C:2]1[CH:3]=[C:4]2[C:12](=[CH:13][CH:14]=1)[NH:11][C:10]1[CH:9]([NH:15][C:16](=[O:25])[C:17]3[CH:22]=[CH:21][CH:20]=[C:19]([O:23][CH3:24])[CH:18]=3)[CH2:8][CH2:7][CH2:6][C:5]2=1. (2) Given the reactants C[Si](C)(C)[O:3][CH:4]1[CH2:9][CH2:8][N:7]([C:10]2[CH:15]=[CH:14][C:13]([N+:16]([O-:18])=[O:17])=[CH:12][CH:11]=2)[CH2:6][CH2:5]1.[B-](F)(F)(F)[F:22].[B-](F)(F)(F)F.C1[N+]2(CCl)CC[N+](F)(CC2)C1, predict the reaction product. The product is: [F:22][CH:9]1[C:4](=[O:3])[CH2:5][CH2:6][N:7]([C:10]2[CH:15]=[CH:14][C:13]([N+:16]([O-:18])=[O:17])=[CH:12][CH:11]=2)[CH2:8]1.